This data is from Forward reaction prediction with 1.9M reactions from USPTO patents (1976-2016). The task is: Predict the product of the given reaction. (1) Given the reactants [CH2:1]([O:8][C:9](=[O:28])[NH:10][CH2:11][CH2:12][CH2:13][CH2:14][C@H:15]([NH2:27])[C:16]([C:18]1[S:19][C:20]2[CH:26]=[CH:25][CH:24]=[CH:23][C:21]=2[N:22]=1)=[O:17])[C:2]1[CH:7]=[CH:6][CH:5]=[CH:4][CH:3]=1.[F:29][C:30]([F:41])([F:40])[C:31]1[CH:39]=[CH:38][CH:37]=[CH:36][C:32]=1[C:33](O)=[O:34].C1C=CC2N(O)N=NC=2C=1.CCN=C=NCCCN(C)C.CCN(C(C)C)C(C)C, predict the reaction product. The product is: [CH2:1]([O:8][C:9](=[O:28])[NH:10][CH2:11][CH2:12][CH2:13][CH2:14][C@H:15]([NH:27][C:33](=[O:34])[C:32]1[CH:36]=[CH:37][CH:38]=[CH:39][C:31]=1[C:30]([F:29])([F:40])[F:41])[C:16]([C:18]1[S:19][C:20]2[CH:26]=[CH:25][CH:24]=[CH:23][C:21]=2[N:22]=1)=[O:17])[C:2]1[CH:7]=[CH:6][CH:5]=[CH:4][CH:3]=1. (2) Given the reactants [C:1]([O-:4])(=[S:3])[CH3:2].[K+].[C:6]([O:10][C:11](=[O:29])[NH:12][C@H:13]([C:20](=[O:28])[NH:21][C:22]1[CH:27]=[CH:26][CH:25]=[CH:24][CH:23]=1)[CH2:14][CH2:15][CH2:16][CH2:17][CH2:18]Br)([CH3:9])([CH3:8])[CH3:7], predict the reaction product. The product is: [C:6]([O:10][C:11]([NH:12][C@H:13]([C:20](=[O:28])[NH:21][C:22]1[CH:27]=[CH:26][CH:25]=[CH:24][CH:23]=1)[CH2:14][CH2:15][CH2:16][CH2:17][CH2:18][S:3][C:1](=[O:4])[CH3:2])=[O:29])([CH3:7])([CH3:8])[CH3:9]. (3) The product is: [Br:1][C:2]1[CH:8]=[CH:7][C:6]([N+:9]([O-:11])=[O:10])=[CH:5][C:3]=1[NH:4][C:12](=[O:14])[CH3:13]. Given the reactants [Br:1][C:2]1[CH:8]=[CH:7][C:6]([N+:9]([O-:11])=[O:10])=[CH:5][C:3]=1[NH2:4].[C:12](OC(=O)C)(=[O:14])[CH3:13], predict the reaction product. (4) The product is: [N:31]1[C:40]2[C:35](=[CH:36][N:37]=[CH:38][CH:39]=2)[C:34]([NH:41][C:17]([CH:14]2[CH2:13][CH2:12][N:11]([C:6]3[CH:7]=[CH:8][CH:9]=[C:10]4[C:5]=3[CH:4]=[CH:3][N:2]=[CH:1]4)[CH2:16][CH2:15]2)=[O:19])=[CH:33][CH:32]=1. Given the reactants [CH:1]1[C:10]2[C:5](=[C:6]([N:11]3[CH2:16][CH2:15][CH:14]([C:17]([OH:19])=O)[CH2:13][CH2:12]3)[CH:7]=[CH:8][CH:9]=2)[CH:4]=[CH:3][N:2]=1.BrC1C=CC=C2C=1C=CN=C2.[N:31]1[C:40]2[C:35](=[CH:36][N:37]=[CH:38][CH:39]=2)[C:34]([NH2:41])=[CH:33][CH:32]=1, predict the reaction product. (5) Given the reactants [O:1]1[CH2:6][CH2:5][N:4]([C:7]2[CH:12]=[CH:11][C:10]([C:13]3[N:22]=[C:21]([N:23]4[CH2:27][CH2:26][C@H:25]([CH2:28][OH:29])[CH2:24]4)[C:20]4[C:15](=[N:16][CH:17]=[CH:18][N:19]=4)[CH:14]=3)=[CH:9][CH:8]=2)[CH2:3][CH2:2]1.[CH3:30][S:31](Cl)(=[O:33])=[O:32], predict the reaction product. The product is: [CH3:30][S:31]([O:29][CH2:28][C@H:25]1[CH2:26][CH2:27][N:23]([C:21]2[C:20]3[C:15](=[N:16][CH:17]=[CH:18][N:19]=3)[CH:14]=[C:13]([C:10]3[CH:11]=[CH:12][C:7]([N:4]4[CH2:3][CH2:2][O:1][CH2:6][CH2:5]4)=[CH:8][CH:9]=3)[N:22]=2)[CH2:24]1)(=[O:33])=[O:32].